Dataset: Full USPTO retrosynthesis dataset with 1.9M reactions from patents (1976-2016). Task: Predict the reactants needed to synthesize the given product. (1) Given the product [NH2:41][CH2:38][C:39]#[C:40][C:22]1[CH:23]=[CH:24][C:19]([N:18]2[C@H:15]([C:12]3[CH:13]=[CH:14][C:9]([O:8][Si:1]([C:4]([CH3:7])([CH3:6])[CH3:5])([CH3:3])[CH3:2])=[CH:10][CH:11]=3)[C@@H:16]([CH2:27][CH2:28][C@@H:29]([C:31]3[CH:36]=[CH:35][C:34]([F:37])=[CH:33][CH:32]=3)[OH:30])[C:17]2=[O:26])=[CH:20][CH:21]=1, predict the reactants needed to synthesize it. The reactants are: [Si:1]([O:8][C:9]1[CH:14]=[CH:13][C:12]([C@H:15]2[N:18]([C:19]3[CH:24]=[CH:23][C:22](I)=[CH:21][CH:20]=3)[C:17](=[O:26])[C@@H:16]2[CH2:27][CH2:28][C@@H:29]([C:31]2[CH:36]=[CH:35][C:34]([F:37])=[CH:33][CH:32]=2)[OH:30])=[CH:11][CH:10]=1)([C:4]([CH3:7])([CH3:6])[CH3:5])([CH3:3])[CH3:2].[CH2:38]([NH2:41])[C:39]#[CH:40].C(N(CC)CC)C. (2) Given the product [CH3:21][NH:22][C:23]([C:25]1([NH:28][C:29]2[C:34]([Cl:35])=[CH:33][N:32]=[C:31]([NH:1][C:2]3[C:18]([O:19][CH3:20])=[CH:17][C:5]4[CH2:6][CH2:7][N:8]([CH2:11][C:12](=[O:13])[N:14]([CH3:16])[CH3:15])[CH2:9][CH2:10][C:4]=4[CH:3]=3)[N:30]=2)[CH2:27][CH2:26]1)=[O:24], predict the reactants needed to synthesize it. The reactants are: [NH2:1][C:2]1[C:18]([O:19][CH3:20])=[CH:17][C:5]2[CH2:6][CH2:7][N:8]([CH2:11][C:12]([N:14]([CH3:16])[CH3:15])=[O:13])[CH2:9][CH2:10][C:4]=2[CH:3]=1.[CH3:21][NH:22][C:23]([C:25]1([NH:28][C:29]2[C:34]([Cl:35])=[CH:33][N:32]=[C:31](Cl)[N:30]=2)[CH2:27][CH2:26]1)=[O:24].CNC(C1(NC2C(Cl)=CN=C(NC3C(OC)=CC4CCN(CCOC)CCC=4C=3)N=2)CC1)=O.